From a dataset of Forward reaction prediction with 1.9M reactions from USPTO patents (1976-2016). Predict the product of the given reaction. (1) Given the reactants [C:1]1([C:7]2[CH:16]=[CH:15][C:14]3[C:9](=[CH:10][CH:11]=[CH:12][CH:13]=3)[N:8]=2)[CH:6]=[CH:5][CH:4]=[CH:3][CH:2]=1, predict the reaction product. The product is: [C:1]1([CH:7]2[CH2:16][CH2:15][C:14]3[C:9](=[CH:10][CH:11]=[CH:12][CH:13]=3)[NH:8]2)[CH:2]=[CH:3][CH:4]=[CH:5][CH:6]=1. (2) The product is: [F:1][C:2]1[CH:23]=[CH:22][CH:21]=[C:20]([F:24])[C:3]=1[CH2:4][O:5][C:6]1[C:7]2[N:8]([C:13]([C:17]([NH:67][CH:65]3[CH2:64][CH2:63][NH:62][CH:61]([C:60]([F:69])([F:59])[F:68])[CH2:66]3)=[O:18])=[C:14]([CH3:16])[N:15]=2)[CH:9]=[C:10]([CH3:12])[CH:11]=1. Given the reactants [F:1][C:2]1[CH:23]=[CH:22][CH:21]=[C:20]([F:24])[C:3]=1[CH2:4][O:5][C:6]1[C:7]2[N:8]([C:13]([C:17](O)=[O:18])=[C:14]([CH3:16])[N:15]=2)[CH:9]=[C:10]([CH3:12])[CH:11]=1.CN(C(ON1N=NC2C=CC=NC1=2)=[N+](C)C)C.F[P-](F)(F)(F)(F)F.C(N(CC)C(C)C)(C)C.Cl.[F:59][C:60]([F:69])([F:68])[CH:61]1[CH2:66][CH:65]([NH2:67])[CH2:64][CH2:63][NH:62]1, predict the reaction product.